The task is: Predict which catalyst facilitates the given reaction.. This data is from Catalyst prediction with 721,799 reactions and 888 catalyst types from USPTO. (1) Reactant: [C:1](Cl)(=[O:17])[CH2:2][CH2:3][CH2:4][CH2:5][CH2:6][CH2:7][CH2:8][CH2:9][CH2:10][CH2:11][CH2:12][CH2:13][CH2:14][CH2:15][CH3:16].[C:19]([N:36]([C@@H:42]1[C@H:46]([OH:47])[C@@H:45]([CH2:48][OH:49])[O:44][C@H:43]1[N:50]1[CH:57]=[CH:56][C:54](=[O:55])[NH:53][C:51]1=[O:52])[C:37](=[O:41])[CH2:38][CH2:39][NH2:40])([O:21][CH2:22][CH:23]1[C:35]2[C:30](=[CH:31][CH:32]=[CH:33][CH:34]=2)[C:29]2[C:24]1=[CH:25][CH:26]=[CH:27][CH:28]=2)=[O:20]. Product: [C:1]([C@@:46]1([OH:47])[C@@H:45]([CH:48]([C:1](=[O:17])[CH2:2][CH2:3][CH2:4][CH2:5][CH2:6][CH2:7][CH2:8][CH2:9][CH2:10][CH2:11][CH2:12][CH2:13][CH2:14][CH2:15][CH3:16])[OH:49])[O:44][C@@H:43]([N:50]2[CH:57]=[CH:56][C:54](=[O:55])[NH:53][C:51]2=[O:52])[C@@H:42]1[N:36]([C:19]([O:21][CH2:22][CH:23]1[C:24]2[C:29](=[CH:28][CH:27]=[CH:26][CH:25]=2)[C:30]2[C:35]1=[CH:34][CH:33]=[CH:32][CH:31]=2)=[O:20])[C:37](=[O:41])[CH2:38][CH2:39][NH2:40])(=[O:17])[CH2:2][CH2:3][CH2:4][CH2:5][CH2:6][CH2:7][CH2:8][CH2:9][CH2:10][CH2:11][CH2:12][CH2:13][CH2:14][CH2:15][CH3:16]. The catalyst class is: 17. (2) Reactant: [C:1]([O:5][C:6](=[O:14])[NH:7][CH:8]1[CH2:13][CH2:12][NH:11][CH2:10][CH2:9]1)([CH3:4])([CH3:3])[CH3:2].Br[CH2:16][CH2:17][S:18][CH2:19][CH3:20].C(=O)([O-])[O-].[K+].[K+]. Product: [C:1]([O:5][C:6](=[O:14])[NH:7][CH:8]1[CH2:13][CH2:12][N:11]([CH2:16][CH2:17][S:18][CH2:19][CH3:20])[CH2:10][CH2:9]1)([CH3:4])([CH3:2])[CH3:3]. The catalyst class is: 8. (3) Reactant: [NH2:1][C:2]1[N:3]=[CH:4][C:5]([N:8]2[CH2:13][CH2:12][N:11]([C:14]([O:16][C:17]([CH3:20])([CH3:19])[CH3:18])=[O:15])[CH2:10][C@@H:9]2[CH3:21])=[N:6][CH:7]=1.Br[C:23]1[C:24](=[O:31])[N:25]([CH3:30])[CH:26]=[C:27]([Br:29])[CH:28]=1.CC1(C)C2C(=C(P(C3C=CC=CC=3)C3C=CC=CC=3)C=CC=2)OC2C(P(C3C=CC=CC=3)C3C=CC=CC=3)=CC=CC1=2.C([O-])([O-])=O.[Cs+].[Cs+]. Product: [Br:29][C:27]1[CH:28]=[C:23]([NH:1][C:2]2[N:3]=[CH:4][C:5]([N:8]3[CH2:13][CH2:12][N:11]([C:14]([O:16][C:17]([CH3:20])([CH3:19])[CH3:18])=[O:15])[CH2:10][C@@H:9]3[CH3:21])=[N:6][CH:7]=2)[C:24](=[O:31])[N:25]([CH3:30])[CH:26]=1. The catalyst class is: 102.